This data is from Full USPTO retrosynthesis dataset with 1.9M reactions from patents (1976-2016). The task is: Predict the reactants needed to synthesize the given product. (1) Given the product [O:11]=[C:4]1[C:5]2[C:10](=[CH:9][CH:8]=[CH:7][CH:6]=2)[C:2](=[O:1])[N:3]1[CH2:12][CH2:13][CH2:14][O:15][C:16]1[CH:23]=[CH:22][C:21]([OH:24])=[CH:20][C:17]=1[C:18]#[N:19], predict the reactants needed to synthesize it. The reactants are: [O:1]=[C:2]1[C:10]2[C:5](=[CH:6][CH:7]=[CH:8][CH:9]=2)[C:4](=[O:11])[N:3]1[CH2:12][CH2:13][CH2:14][O:15][C:16]1[CH:23]=[CH:22][C:21]([O:24]C)=[CH:20][C:17]=1[C:18]#[N:19].B(Cl)(Cl)Cl.C(=O)([O-])O.[Na+]. (2) The reactants are: [F:1][C:2]1[CH:7]=[CH:6][C:5]([O:8][C:9](=[O:42])[N:10]([C@H:13]2[C@H:17]([C:18]3[CH:23]=[CH:22][C:21]([Cl:24])=[CH:20][CH:19]=3)[CH2:16][N:15]([C:25]([CH:27]3[CH2:32][CH2:31][N:30]([C:33]4[CH:38]=[CH:37][C:36]([C:39](=[O:41])[CH3:40])=[CH:35][N:34]=4)[CH2:29][CH2:28]3)=[O:26])[CH2:14]2)[CH2:11][CH3:12])=[CH:4][CH:3]=1.[BH4-].[Na+].O. Given the product [F:1][C:2]1[CH:7]=[CH:6][C:5]([O:8][C:9](=[O:42])[N:10]([C@H:13]2[C@H:17]([C:18]3[CH:19]=[CH:20][C:21]([Cl:24])=[CH:22][CH:23]=3)[CH2:16][N:15]([C:25]([CH:27]3[CH2:32][CH2:31][N:30]([C:33]4[CH:38]=[CH:37][C:36]([CH:39]([OH:41])[CH3:40])=[CH:35][N:34]=4)[CH2:29][CH2:28]3)=[O:26])[CH2:14]2)[CH2:11][CH3:12])=[CH:4][CH:3]=1, predict the reactants needed to synthesize it. (3) The reactants are: [CH3:1][C:2]1[CH:6]=[C:5]([CH3:7])[NH:4][N:3]=1.[H-].[Na+].[Cl:10][C:11]1[CH:18]=[C:17](F)[CH:16]=[CH:15][C:12]=1[C:13]#[N:14].O. Given the product [Cl:10][C:11]1[CH:18]=[C:17]([N:3]2[C:2]([CH3:1])=[CH:6][C:5]([CH3:7])=[N:4]2)[CH:16]=[CH:15][C:12]=1[C:13]#[N:14], predict the reactants needed to synthesize it. (4) The reactants are: CN(C(ON1N=NC2C=CC=NC1=2)=[N+](C)C)C.F[P-](F)(F)(F)(F)F.Cl.[CH:26]1([N:29]2[C:38]3[C:33](=[CH:34][C:35]([F:58])=[C:36]([N:41]4[CH2:46][CH2:45][CH2:44][C:43](=[C:47]([F:57])[CH2:48][NH:49][C:50]([C@@H:52]5[CH2:56][CH2:55][CH2:54][NH:53]5)=[O:51])[CH2:42]4)[C:37]=3[O:39][CH3:40])[C:32](=[O:59])[C:31]([C:60]([OH:62])=[O:61])=[CH:30]2)[CH2:28][CH2:27]1.[C:63]([O:67][C:68]([NH:70][C@@H:71]([CH2:75][CH2:76][CH2:77][CH2:78][NH:79][C:80]([O:82][C:83]([CH3:86])([CH3:85])[CH3:84])=[O:81])[C:72](O)=[O:73])=[O:69])([CH3:66])([CH3:65])[CH3:64].CCN(C(C)C)C(C)C. Given the product [C:63]([O:67][C:68]([NH:70][C@@H:71]([CH2:75][CH2:76][CH2:77][CH2:78][NH:79][C:80]([O:82][C:83]([CH3:86])([CH3:85])[CH3:84])=[O:81])[C:72]([N:53]1[CH2:54][CH2:55][CH2:56][C@H:52]1[C:50]([NH:49][CH2:48][C:47](=[C:43]1[CH2:44][CH2:45][CH2:46][N:41]([C:36]2[C:37]([O:39][CH3:40])=[C:38]3[C:33]([C:32](=[O:59])[C:31]([C:60]([OH:62])=[O:61])=[CH:30][N:29]3[CH:26]3[CH2:28][CH2:27]3)=[CH:34][C:35]=2[F:58])[CH2:42]1)[F:57])=[O:51])=[O:73])=[O:69])([CH3:66])([CH3:65])[CH3:64], predict the reactants needed to synthesize it. (5) Given the product [F:1][CH2:2][CH2:3][N:4]1[C:8]([NH2:9])=[CH:7][CH:6]=[N:5]1, predict the reactants needed to synthesize it. The reactants are: [F:1][CH2:2][CH2:3][N:4]1[C:8]([NH:9]C=O)=[CH:7][CH:6]=[N:5]1.Cl.